This data is from Full USPTO retrosynthesis dataset with 1.9M reactions from patents (1976-2016). The task is: Predict the reactants needed to synthesize the given product. (1) Given the product [C:63]([NH:66][NH:67][C:20]([C:18]1[CH:19]=[C:12]2[CH2:11][N:10]([C:8]([O:7][CH2:6][C:5]3[CH:23]=[C:24]([C:26]([F:29])([F:28])[F:27])[CH:25]=[C:3]([C:2]([F:1])([F:31])[F:30])[CH:4]=3)=[O:9])[CH2:16][CH2:15][CH2:14][N:13]2[N:17]=1)=[O:21])(=[O:65])[CH3:64], predict the reactants needed to synthesize it. The reactants are: [F:1][C:2]([F:31])([F:30])[C:3]1[CH:4]=[C:5]([CH:23]=[C:24]([C:26]([F:29])([F:28])[F:27])[CH:25]=1)[CH2:6][O:7][C:8]([N:10]1[CH2:16][CH2:15][CH2:14][N:13]2[N:17]=[C:18]([C:20](O)=[O:21])[CH:19]=[C:12]2[CH2:11]1)=[O:9].CN(C(ON1N=NC2C=CC=NC1=2)=[N+](C)C)C.F[P-](F)(F)(F)(F)F.CCN(CC)CC.[C:63]([NH:66][NH2:67])(=[O:65])[CH3:64]. (2) Given the product [CH2:12]([O:19][C:20]([NH:22][CH2:23][CH:24]=[O:25])=[O:21])[C:13]1[CH:18]=[CH:17][CH:16]=[CH:15][CH:14]=1, predict the reactants needed to synthesize it. The reactants are: [Cr](Cl)([O-])(=O)=O.[NH+]1C=CC=CC=1.[CH2:12]([O:19][C:20]([NH:22][CH2:23][CH2:24][OH:25])=[O:21])[C:13]1[CH:18]=[CH:17][CH:16]=[CH:15][CH:14]=1.C(OCC)(=O)C.CCCCCC. (3) Given the product [F:1][C:2]1[CH:3]=[N:4][C:5]([N:8]2[C:16]3[CH2:15][C@H:14]([CH3:17])[N:13]([C:30]([C:29]4[CH:33]=[CH:34][CH:35]=[C:36]([C:37]([F:38])([F:39])[F:40])[C:28]=4[OH:27])=[O:31])[CH2:12][C:11]=3[N:10]=[N:9]2)=[N:6][CH:7]=1, predict the reactants needed to synthesize it. The reactants are: [F:1][C:2]1[CH:3]=[N:4][C:5]([N:8]2[C:16]3[CH2:15][C@H:14]([CH3:17])[NH:13][CH2:12][C:11]=3[N:10]=[N:9]2)=[N:6][CH:7]=1.CCN(C(C)C)C(C)C.[OH:27][C:28]1[C:36]([C:37]([F:40])([F:39])[F:38])=[CH:35][CH:34]=[CH:33][C:29]=1[C:30](O)=[O:31].CN(C(ON1N=NC2C=CC=NC1=2)=[N+](C)C)C.F[P-](F)(F)(F)(F)F.C([O-])(O)=O.[Na+].